This data is from CYP2C19 inhibition data for predicting drug metabolism from PubChem BioAssay. The task is: Regression/Classification. Given a drug SMILES string, predict its absorption, distribution, metabolism, or excretion properties. Task type varies by dataset: regression for continuous measurements (e.g., permeability, clearance, half-life) or binary classification for categorical outcomes (e.g., BBB penetration, CYP inhibition). Dataset: cyp2c19_veith. (1) The compound is CCN1C(=O)[C@H]2CC[C@@H]3/C(=N\O[C@@H]4O[C@@H](COC(C)=O)[C@@H](OC(C)=O)[C@@H](OC(C)=O)[C@H]4OC(C)=O)C[C@@H](O)[C@@H](O)[C@@H]3[C@@H]2C1=O. The result is 0 (non-inhibitor). (2) The compound is NCS(=O)(=O)O. The result is 0 (non-inhibitor). (3) The drug is C#CCSc1n[nH]c(-c2ccco2)n1. The result is 0 (non-inhibitor). (4) The drug is CCOc1cc(CNCc2cccs2)cc(Br)c1OC.Cl. The result is 1 (inhibitor). (5) The compound is Cc1ccc(S(=O)(=O)N[C@@H](CCc2ccccc2)CC(=O)C(C)(C)C)cc1. The result is 1 (inhibitor). (6) The drug is Cc1ccccc1-c1nc(NCCN2CCOCC2)c2ccccc2n1. The result is 0 (non-inhibitor). (7) The drug is COc1ccc(CCNc2ccncn2)cc1.Cl. The result is 1 (inhibitor). (8) The compound is COc1cccc(-c2cc(N(C)Cc3ccco3)ncn2)c1. The result is 1 (inhibitor). (9) The drug is CNc1nc(-c2ccccc2C)nc2ccccc12. The result is 1 (inhibitor).